From a dataset of Catalyst prediction with 721,799 reactions and 888 catalyst types from USPTO. Predict which catalyst facilitates the given reaction. (1) Reactant: [CH3:1][O:2][C:3]1[CH:4]=[C:5]([C:11](=O)[CH2:12][CH2:13][N:14](C)C)[CH:6]=[CH:7][C:8]=1[O:9][CH3:10].O.[NH2:19]N. Product: [CH3:1][O:2][C:3]1[CH:4]=[C:5]([C:11]2[CH2:12][CH2:13][NH:14][N:19]=2)[CH:6]=[CH:7][C:8]=1[O:9][CH3:10]. The catalyst class is: 8. (2) Reactant: CO[C:3]([C:5]1[N:6]=[C:7]([C:24]#[N:25])[C:8]2[C:9](=[O:23])[N:10]([CH2:16][C:17]3[CH:22]=[CH:21][CH:20]=[CH:19][CH:18]=3)[CH:11]=[CH:12][C:13]=2[C:14]=1[OH:15])=[O:4].[CH:26]1([NH2:29])[CH2:28][CH2:27]1.O. Product: [CH:26]1([NH:29][C:3]([C:5]2[N:6]=[C:7]([C:24]#[N:25])[C:8]3[C:9](=[O:23])[N:10]([CH2:16][C:17]4[CH:18]=[CH:19][CH:20]=[CH:21][CH:22]=4)[CH:11]=[CH:12][C:13]=3[C:14]=2[OH:15])=[O:4])[CH2:28][CH2:27]1. The catalyst class is: 14. (3) Reactant: [F:1][C:2]1[CH:7]=[CH:6][C:5]([S:8](Cl)(=[O:10])=[O:9])=[CH:4][CH:3]=1.Cl.[Cl:13][C:14]1[C:15]([CH2:29][NH:30][C:31]([C@@H:33]2[CH2:37][C@@H:36]([F:38])[C@H:35]([CH3:39])[NH:34]2)=[O:32])=[CH:16][C:17]([C:20]2[S:24][C:23]([C:25]([F:28])([F:27])[F:26])=[N:22][CH:21]=2)=[N:18][CH:19]=1. Product: [Cl:13][C:14]1[C:15]([CH2:29][NH:30][C:31]([C@@H:33]2[CH2:37][C@@H:36]([F:38])[C@H:35]([CH3:39])[N:34]2[S:8]([C:5]2[CH:6]=[CH:7][C:2]([F:1])=[CH:3][CH:4]=2)(=[O:10])=[O:9])=[O:32])=[CH:16][C:17]([C:20]2[S:24][C:23]([C:25]([F:28])([F:27])[F:26])=[N:22][CH:21]=2)=[N:18][CH:19]=1. The catalyst class is: 4. (4) Reactant: [Br:1][C:2]1[N:3]=[N:4][C:5](Br)=[CH:6][CH:7]=1.[CH3:9][N:10]1[CH:15]2[CH2:16][CH2:17][CH:11]1[CH2:12][NH:13][CH2:14]2.[OH-].[Na+]. Product: [Br:1][C:2]1[N:3]=[N:4][C:5]([N:13]2[CH2:14][CH:15]3[N:10]([CH3:9])[CH:11]([CH2:17][CH2:16]3)[CH2:12]2)=[CH:6][CH:7]=1. The catalyst class is: 12. (5) Reactant: [CH2:1]([C:3]1[N:7]([C:8]2[N:16]=[C:15]3[C:11]([N:12]=[C:13]([CH:18]=O)[N:14]3[CH3:17])=[C:10]([N:20]3[CH2:25][CH2:24][O:23][CH2:22][CH2:21]3)[N:9]=2)[C:6]2[CH:26]=[CH:27][CH:28]=[CH:29][C:5]=2[N:4]=1)[CH3:2].[NH:30]1[CH2:33][CH:32]([CH:34]([OH:38])[CH:35]([CH3:37])[CH3:36])[CH2:31]1.C(O[BH-](OC(=O)C)OC(=O)C)(=O)C.[Na+]. Product: [CH2:1]([C:3]1[N:7]([C:8]2[N:16]=[C:15]3[C:11]([N:12]=[C:13]([CH2:18][N:30]4[CH2:33][CH:32]([CH:34]([OH:38])[CH:35]([CH3:37])[CH3:36])[CH2:31]4)[N:14]3[CH3:17])=[C:10]([N:20]3[CH2:25][CH2:24][O:23][CH2:22][CH2:21]3)[N:9]=2)[C:6]2[CH:26]=[CH:27][CH:28]=[CH:29][C:5]=2[N:4]=1)[CH3:2]. The catalyst class is: 26. (6) Reactant: [Cl:1][C:2]1[CH:3]=[C:4]([C:10]2[CH:14]=[CH:13][N:12]([CH2:15][C@@H:16]([NH:18][C:19]([C:21]3[N:22]=[C:23]([CH:26]([OH:28])[CH3:27])[S:24][CH:25]=3)=[O:20])[CH3:17])[N:11]=2)[CH:5]=[CH:6][C:7]=1[C:8]#[N:9].[C:29](OC(=O)C)(=[O:31])[CH3:30]. Product: [C:29]([O:28][CH:26]([C:23]1[S:24][CH:25]=[C:21]([C:19](=[O:20])[NH:18][C@@H:16]([CH3:17])[CH2:15][N:12]2[CH:13]=[CH:14][C:10]([C:4]3[CH:5]=[CH:6][C:7]([C:8]#[N:9])=[C:2]([Cl:1])[CH:3]=3)=[N:11]2)[N:22]=1)[CH3:27])(=[O:31])[CH3:30]. The catalyst class is: 341. (7) Reactant: [CH2:1]([N:8]1[C:12]([C:13]2[CH:14]=[CH:15][C:16]3[O:21][CH2:20][CH2:19][CH2:18][C:17]=3[CH:22]=2)=[CH:11][C:10]([C:23]([F:26])([F:25])[F:24])=[N:9]1)[C:2]1[CH:7]=[CH:6][CH:5]=[CH:4][CH:3]=1.[Br:27]N1C(=O)CCC1=O.O. Product: [CH2:1]([N:8]1[C:12]([C:13]2[CH:14]=[CH:15][C:16]3[O:21][CH2:20][CH2:19][CH2:18][C:17]=3[CH:22]=2)=[C:11]([Br:27])[C:10]([C:23]([F:26])([F:24])[F:25])=[N:9]1)[C:2]1[CH:7]=[CH:6][CH:5]=[CH:4][CH:3]=1. The catalyst class is: 10. (8) Reactant: [Cl:1][C:2]1[CH:3]=[C:4]([CH:14]=[CH:15][C:16]=1[N+:17]([O-])=O)[CH2:5][P:6](=[O:13])([O:10][CH2:11][CH3:12])[O:7][CH2:8][CH3:9].Cl. The catalyst class is: 447. Product: [NH2:17][C:16]1[CH:15]=[CH:14][C:4]([CH2:5][P:6](=[O:13])([O:7][CH2:8][CH3:9])[O:10][CH2:11][CH3:12])=[CH:3][C:2]=1[Cl:1]. (9) Reactant: [CH:1]1([C:8]2([C:13]3[CH:18]=[C:17]([O:19]C)[CH:16]=[C:15]([O:21]C)[CH:14]=3)[S:12][CH2:11][CH2:10][S:9]2)[CH2:7][CH2:6][CH2:5][CH2:4][CH2:3][CH2:2]1.C(C1(C2C=C(O)C=C(O)C=2)SCCS1)CCC. Product: [CH:1]1([C:8]2([C:13]3[CH:14]=[C:15]([OH:21])[CH:16]=[C:17]([OH:19])[CH:18]=3)[S:9][CH2:10][CH2:11][S:12]2)[CH2:2][CH2:3][CH2:4][CH2:5][CH2:6][CH2:7]1. The catalyst class is: 195. (10) The catalyst class is: 18. Product: [CH2:1]([O:31][C:15]1[C:14]([OH:32])=[C:13]([C:11](=[O:12])[N:10]([CH3:33])[CH3:9])[N:17]([C:18]2[CH:23]=[CH:22][C:21]([O:24][CH3:25])=[CH:20][CH:19]=2)[C:16]=1[C:26]([O:28][CH2:29][CH3:30])=[O:27])[C:2]1[CH:7]=[CH:6][CH:5]=[CH:4][CH:3]=1. Reactant: [CH2:1](Br)[C:2]1[CH:7]=[CH:6][CH:5]=[CH:4][CH:3]=1.[CH3:9][N:10]([CH3:33])[C:11]([C:13]1[N:17]([C:18]2[CH:23]=[CH:22][C:21]([O:24][CH3:25])=[CH:20][CH:19]=2)[C:16]([C:26]([O:28][CH2:29][CH3:30])=[O:27])=[C:15]([OH:31])[C:14]=1[OH:32])=[O:12].[I-].[K+].C([O-])([O-])=O.[K+].[K+].